Dataset: Full USPTO retrosynthesis dataset with 1.9M reactions from patents (1976-2016). Task: Predict the reactants needed to synthesize the given product. (1) The reactants are: [NH2:1][C:2]1[C:10]2[C:5](=[C:6]([C:12]3[C:13]([C@@H:24]([NH:34][C:35](=[O:51])[CH2:36][N:37]4[C:41]5[C:42]([F:47])([F:46])[C@@H:43]6[CH2:45][C@@H:44]6[C:40]=5[C:39]([CH:48]([F:50])[F:49])=[N:38]4)[CH2:25][C:26]4[CH:31]=[C:30]([F:32])[CH:29]=[C:28]([F:33])[CH:27]=4)=[N:14][C:15]([C:18]#[C:19][C:20]([OH:23])([CH3:22])[CH3:21])=[CH:16][CH:17]=3)[CH:7]=[CH:8][C:9]=2[Cl:11])[N:4]([CH3:52])[N:3]=1.[O-:53][C:54]#[N:55].[K+]. Given the product [Cl:11][C:9]1[CH:8]=[CH:7][C:6]([C:12]2[C:13]([C@@H:24]([NH:34][C:35](=[O:51])[CH2:36][N:37]3[C:41]4[C:42]([F:47])([F:46])[C@@H:43]5[CH2:45][C@@H:44]5[C:40]=4[C:39]([CH:48]([F:49])[F:50])=[N:38]3)[CH2:25][C:26]3[CH:27]=[C:28]([F:33])[CH:29]=[C:30]([F:32])[CH:31]=3)=[N:14][C:15]([C:18]#[C:19][C:20]([OH:23])([CH3:21])[CH3:22])=[CH:16][CH:17]=2)=[C:5]2[C:10]=1[C:2]([NH:1][C:54]([NH2:55])=[O:53])=[N:3][N:4]2[CH3:52], predict the reactants needed to synthesize it. (2) Given the product [F:11][C:6]1[C:5]([NH:12][S:13]([CH2:16][CH2:17][CH3:18])(=[O:15])=[O:14])=[CH:4][CH:3]=[CH:2][C:7]=1[C:8]([OH:10])=[O:9], predict the reactants needed to synthesize it. The reactants are: Cl[C:2]1[C:7]([C:8]([OH:10])=[O:9])=[C:6]([F:11])[C:5]([NH:12][S:13]([CH2:16][CH2:17][CH3:18])(=[O:15])=[O:14])=[CH:4][CH:3]=1.[H][H]. (3) Given the product [NH2:27][C:25]1[C:24]([F:28])=[CH:23][C:22]([F:29])=[C:21]([C:14]2[C:15](=[O:20])[N:16]([CH3:19])[C:17]3[C:12]([CH:13]=2)=[CH:11][N:10]=[C:9]([NH:8][CH3:7])[CH:18]=3)[CH:26]=1, predict the reactants needed to synthesize it. The reactants are: COC1C=CC([CH2:7][N:8](C)[C:9]2[CH:18]=[C:17]3[C:12]([CH:13]=[C:14]([C:21]4[CH:26]=[C:25]([NH2:27])[C:24]([F:28])=[CH:23][C:22]=4[F:29])[C:15](=[O:20])[N:16]3[CH3:19])=[CH:11][N:10]=2)=CC=1.C(O)(C(F)(F)F)=O.O.